This data is from Forward reaction prediction with 1.9M reactions from USPTO patents (1976-2016). The task is: Predict the product of the given reaction. (1) Given the reactants [CH3:1][O:2][C:3]1[C:12]([O:13][CH3:14])=[C:11]2[C:6]([C:7](=[O:20])[C:8]([C:15]([O:17][CH2:18][CH3:19])=[O:16])=[CH:9][NH:10]2)=[CH:5][CH:4]=1.C(=O)([O-])[O-].[K+].[K+].P(OCC)(OCC)(O[CH2:30][CH3:31])=O, predict the reaction product. The product is: [CH2:30]([N:10]1[C:11]2[C:6](=[CH:5][CH:4]=[C:3]([O:2][CH3:1])[C:12]=2[O:13][CH3:14])[C:7](=[O:20])[C:8]([C:15]([O:17][CH2:18][CH3:19])=[O:16])=[CH:9]1)[CH3:31]. (2) The product is: [OH:23][CH:24]([C:26]1[S:30][C:29]([C:31](=[O:32])[CH2:14][CH2:13][C:12](=[O:15])[CH:11]([C:8]2[CH:7]=[CH:6][C:5]([S:2]([CH3:1])(=[O:4])=[O:3])=[CH:10][CH:9]=2)[CH2:16][CH:17]2[CH2:22][CH2:21][O:20][CH2:19][CH2:18]2)=[N:28][CH:27]=1)[CH3:25]. Given the reactants [CH3:1][S:2]([C:5]1[CH:10]=[CH:9][C:8]([CH:11]([CH2:16][CH:17]2[CH2:22][CH2:21][O:20][CH2:19][CH2:18]2)[C:12](=[O:15])[CH:13]=[CH2:14])=[CH:7][CH:6]=1)(=[O:4])=[O:3].[OH:23][CH:24]([C:26]1[S:30][C:29]([CH:31]=[O:32])=[N:28][CH:27]=1)[CH3:25].C(N(CC)CC)C.O1CCCC1, predict the reaction product. (3) Given the reactants [CH:1](=[O:8])[C:2]1[CH:7]=[CH:6][CH:5]=[N:4][CH:3]=1.[OH:9]/[C:10](=[CH:16]\[C:17](=O)[C:18]1[CH:19]=[N:20][CH:21]=[CH:22][CH:23]=1)/[C:11]([O:13]CC)=O.[NH2:25][CH2:26][CH2:27][C:28]1[C:36]2[C:31](=[CH:32][CH:33]=[CH:34][CH:35]=2)[NH:30][CH:29]=1, predict the reaction product. The product is: [NH:30]1[C:31]2[C:36](=[CH:35][CH:34]=[CH:33][CH:32]=2)[C:28]([CH2:27][CH2:26][N:25]2[CH:17]([C:18]3[CH:19]=[N:20][CH:21]=[CH:22][CH:23]=3)[C:16]([C:1](=[O:8])[C:2]3[CH:7]=[CH:6][CH:5]=[N:4][CH:3]=3)=[C:10]([OH:9])[C:11]2=[O:13])=[CH:29]1.